From a dataset of Forward reaction prediction with 1.9M reactions from USPTO patents (1976-2016). Predict the product of the given reaction. (1) Given the reactants [NH2:1][C@@H:2]1[CH2:7][CH2:6][C@H:5]([CH2:8][NH:9][C:10]2[CH:15]=[C:14]([N:16]([CH3:18])[CH3:17])[C:13]([CH3:19])=[CH:12][N:11]=2)[CH2:4][CH2:3]1.[Cl:20][C:21]1[CH:22]=[C:23]([CH:27]=[CH:28][C:29]=1[F:30])[C:24](O)=[O:25].C1C=CC2N(O)N=NC=2C=1.O.CCN=C=NCCCN(C)C.Cl.C([O-])(O)=O.[Na+], predict the reaction product. The product is: [ClH:20].[Cl:20][C:21]1[CH:22]=[C:23]([CH:27]=[CH:28][C:29]=1[F:30])[C:24]([NH:1][C@H:2]1[CH2:7][CH2:6][C@@H:5]([CH2:8][NH:9][C:10]2[CH:15]=[C:14]([N:16]([CH3:18])[CH3:17])[C:13]([CH3:19])=[CH:12][N:11]=2)[CH2:4][CH2:3]1)=[O:25]. (2) Given the reactants [C:1]([C:3]1[C:4]([N:18]2[CH2:23][CH2:22][NH:21][CH2:20][CH2:19]2)=[N:5][C:6]([C:14]([F:17])([F:16])[F:15])=[C:7]([CH:13]=1)[C:8]([O:10][CH2:11][CH3:12])=[O:9])#[N:2].[F:24][C:25]1[CH:30]=[C:29]([C:31]([F:34])([F:33])[F:32])[CH:28]=[C:27]([N:35]=[C:36]=[O:37])[CH:26]=1, predict the reaction product. The product is: [C:1]([C:3]1[C:4]([N:18]2[CH2:23][CH2:22][N:21]([C:36]([NH:35][C:27]3[CH:28]=[C:29]([C:31]([F:32])([F:34])[F:33])[CH:30]=[C:25]([F:24])[CH:26]=3)=[O:37])[CH2:20][CH2:19]2)=[N:5][C:6]([C:14]([F:15])([F:17])[F:16])=[C:7]([CH:13]=1)[C:8]([O:10][CH2:11][CH3:12])=[O:9])#[N:2]. (3) Given the reactants [NH2:1][C:2]1[CH:7]=[CH:6][CH:5]=[CH:4][C:3]=1[SH:8].[CH3:9][N:10]([CH3:22])[C:11]1[CH:18]=[CH:17][C:14]([CH:15]=O)=[C:13]([N+:19]([O-:21])=[O:20])[CH:12]=1, predict the reaction product. The product is: [S:8]1[C:3]2[CH:4]=[CH:5][CH:6]=[CH:7][C:2]=2[N:1]=[C:15]1[C:14]1[CH:17]=[CH:18][C:11]([N:10]([CH3:9])[CH3:22])=[CH:12][C:13]=1[N+:19]([O-:21])=[O:20]. (4) Given the reactants C(O[C:6]([N:8](C)[C:9]1[N:14]=[C:13]([CH2:15][CH2:16][O:17][C:18]2[CH:40]=[CH:39][C:21]([CH2:22][C@@H:23]([C:35]([O:37][CH3:38])=[O:36])[NH:24][C:25](=[O:34])[C:26]3[C:31]([Cl:32])=[CH:30][CH:29]=[CH:28][C:27]=3[Cl:33])=[CH:20][C:19]=2[F:41])[CH:12]=[CH:11][CH:10]=1)=O)(C)(C)C.Cl, predict the reaction product. The product is: [ClH:32].[Cl:33][C:27]1[CH:28]=[CH:29][CH:30]=[C:31]([Cl:32])[C:26]=1[C:25]([NH:24][C@H:23]([C:35]([O:37][CH3:38])=[O:36])[CH2:22][C:21]1[CH:39]=[CH:40][C:18]([O:17][CH2:16][CH2:15][C:13]2[CH:12]=[CH:11][CH:10]=[C:9]([NH:8][CH3:6])[N:14]=2)=[C:19]([F:41])[CH:20]=1)=[O:34]. (5) Given the reactants [Cl:1][C:2]1[CH:7]=[CH:6][C:5]([S:8]([NH:11][CH2:12][C:13]2[CH:18]=[CH:17][CH:16]=[CH:15][N:14]=2)(=[O:10])=[O:9])=[CH:4][CH:3]=1.[C:32]1(P([C:32]2[CH:37]=[CH:36][CH:35]=[CH:34][CH:33]=2)[C:32]2[CH:37]=[CH:36][CH:35]=[CH:34][CH:33]=2)[CH:37]=[CH:36][CH:35]=[CH:34][CH:33]=1.CCO[C:41](/[N:43]=N/C(OCC)=O)=O.[CH3:50][CH2:51]CCCCC.C(OC(=O)C)C, predict the reaction product. The product is: [Cl:1][C:2]1[CH:3]=[CH:4][C:5]([S:8]([N:11]([CH2:50][CH2:51][C:32]2[CH:33]=[CH:34][C:35]([C:41]#[N:43])=[CH:36][CH:37]=2)[CH2:12][C:13]2[CH:18]=[CH:17][CH:16]=[CH:15][N:14]=2)(=[O:10])=[O:9])=[CH:6][CH:7]=1. (6) Given the reactants [H-].[Na+].C[O:4][C:5](=[O:43])[C:6]1[CH:11]=[CH:10][C:9]([CH2:12][N:13]([CH2:25][C:26]2[C:31]([CH2:32][CH2:33][CH2:34][CH3:35])=[C:30]([C:36]3[CH:41]=[CH:40][CH:39]=[CH:38][CH:37]=3)[N:29]=[C:28](Cl)[N:27]=2)[CH2:14][C:15]2[CH:24]=[CH:23][C:18]3[O:19][CH2:20][CH2:21][O:22][C:17]=3[CH:16]=2)=[CH:8][CH:7]=1.[CH2:44]([OH:48])[CH:45]([CH3:47])[CH3:46], predict the reaction product. The product is: [CH2:32]([C:31]1[C:26]([CH2:25][N:13]([CH2:12][C:9]2[CH:10]=[CH:11][C:6]([C:5]([OH:4])=[O:43])=[CH:7][CH:8]=2)[CH2:14][C:15]2[CH:24]=[CH:23][C:18]3[O:19][CH2:20][CH2:21][O:22][C:17]=3[CH:16]=2)=[N:27][C:28]([O:48][CH2:44][CH:45]([CH3:47])[CH3:46])=[N:29][C:30]=1[C:36]1[CH:41]=[CH:40][CH:39]=[CH:38][CH:37]=1)[CH2:33][CH2:34][CH3:35]. (7) Given the reactants Cl[C:2]1[CH:7]=[C:6]([C:8]2[CH:9]=[C:10]([CH:12]=[CH:13][C:14]=2[CH3:15])[NH2:11])[CH:5]=[C:4]([N:16]2[CH2:21][CH2:20][O:19][CH2:18][CH2:17]2)[N:3]=1.[O:22]1[CH2:27][CH:26]=[C:25](B2OC(C)(C)C(C)(C)O2)[CH2:24][CH2:23]1, predict the reaction product. The product is: [O:22]1[CH2:23][CH:24]=[C:25]([C:2]2[CH:7]=[C:6]([C:8]3[CH:9]=[C:10]([CH:12]=[CH:13][C:14]=3[CH3:15])[NH2:11])[CH:5]=[C:4]([N:16]3[CH2:21][CH2:20][O:19][CH2:18][CH2:17]3)[N:3]=2)[CH2:26][CH2:27]1. (8) Given the reactants Br[CH2:2][C:3]1[CH:10]=[CH:9][C:6]([C:7]#[N:8])=[CH:5][CH:4]=1.[C:11]([O:15][C:16]([N:18]1[CH2:25][CH:24]2[O:26][CH:20]([CH2:21][NH:22][CH2:23]2)[CH2:19]1)=[O:17])([CH3:14])([CH3:13])[CH3:12].C([O-])([O-])=O.[K+].[K+], predict the reaction product. The product is: [C:11]([O:15][C:16]([N:18]1[CH2:19][CH:20]2[O:26][CH:24]([CH2:23][N:22]([CH2:2][C:3]3[CH:10]=[CH:9][C:6]([C:7]#[N:8])=[CH:5][CH:4]=3)[CH2:21]2)[CH2:25]1)=[O:17])([CH3:14])([CH3:12])[CH3:13].